Dataset: Forward reaction prediction with 1.9M reactions from USPTO patents (1976-2016). Task: Predict the product of the given reaction. (1) Given the reactants [F:1][C:2]1[CH:7]=[CH:6][C:5]([CH:8]([C:12]2[CH:17]=[CH:16][C:15]([F:18])=[CH:14][CH:13]=2)[C:9]([OH:11])=O)=[CH:4][CH:3]=1.[NH2:19][CH2:20][CH2:21][CH2:22][N:23]1[CH2:28][CH2:27][CH:26]([C:29]2[N:34]=[C:33]([NH:35][C:36](=[O:40])[CH:37]([CH3:39])[CH3:38])[CH:32]=[CH:31][CH:30]=2)[CH2:25][CH2:24]1, predict the reaction product. The product is: [F:18][C:15]1[CH:16]=[CH:17][C:12]([CH:8]([C:5]2[CH:4]=[CH:3][C:2]([F:1])=[CH:7][CH:6]=2)[C:9]([NH:19][CH2:20][CH2:21][CH2:22][N:23]2[CH2:24][CH2:25][CH:26]([C:29]3[N:34]=[C:33]([NH:35][C:36](=[O:40])[CH:37]([CH3:38])[CH3:39])[CH:32]=[CH:31][CH:30]=3)[CH2:27][CH2:28]2)=[O:11])=[CH:13][CH:14]=1. (2) Given the reactants [F:1][C:2]1[CH:7]=[CH:6][C:5]([NH:8][C:9]2[C:18]3[C:13](=[CH:14][C:15]([O:20][CH3:21])=[C:16]([OH:19])[CH:17]=3)[N:12]=[CH:11][N:10]=2)=[CH:4][CH:3]=1.Cl[CH2:23][CH2:24][CH2:25][N:26]1[CH2:31][CH2:30][CH:29]2[CH2:32][O:33][CH2:34][CH:28]2[CH2:27]1.C([O-])([O-])=O.[K+].[K+].C(Cl)Cl, predict the reaction product. The product is: [F:1][C:2]1[CH:3]=[CH:4][C:5]([NH:8][C:9]2[C:18]3[C:13](=[CH:14][C:15]([O:20][CH3:21])=[C:16]([O:19][CH2:23][CH2:24][CH2:25][N:26]4[CH2:31][CH2:30][CH:29]5[CH2:32][O:33][CH2:34][CH:28]5[CH2:27]4)[CH:17]=3)[N:12]=[CH:11][N:10]=2)=[CH:6][CH:7]=1. (3) Given the reactants [F:1][C:2]1[CH:7]=[CH:6][C:5]([N:8]2[C:12]([C:13]3[CH:18]=[CH:17][C:16]([N+:19]([O-])=O)=[CH:15][CH:14]=3)=[CH:11][CH:10]=[C:9]2[C:22]2[CH:27]=[CH:26][C:25]([N+:28]([O-])=O)=[CH:24][CH:23]=2)=[CH:4][CH:3]=1.[Cl-].[NH4+].O, predict the reaction product. The product is: [F:1][C:2]1[CH:7]=[CH:6][C:5]([N:8]2[C:9]([C:22]3[CH:27]=[CH:26][C:25]([NH2:28])=[CH:24][CH:23]=3)=[CH:10][CH:11]=[C:12]2[C:13]2[CH:18]=[CH:17][C:16]([NH2:19])=[CH:15][CH:14]=2)=[CH:4][CH:3]=1. (4) Given the reactants Br[CH2:2][C:3]1[CH:8]=[C:7]([Cl:9])[CH:6]=[C:5]([CH3:10])[C:4]=1[N+:11]([O-:13])=O.BrC[C:16]1C=CC=C(C(F)(F)F)[C:17]=1[N+:26]([O-])=O.ClC1C=C(C)C([N+]([O-])=[O:38])=C(C)C=1, predict the reaction product. The product is: [NH2:26][CH:17]1[CH2:2][C:3]2[C:4](=[C:5]([CH3:10])[CH:6]=[C:7]([Cl:9])[CH:8]=2)[N:11]([OH:13])[C:16]1=[O:38].